This data is from Catalyst prediction with 721,799 reactions and 888 catalyst types from USPTO. The task is: Predict which catalyst facilitates the given reaction. Reactant: CCN(C(C)C)C(C)C.[C:10]([C:13]1[C:14](=[O:23])[O:15][C:16]2[C:21]([CH:22]=1)=[CH:20][CH:19]=[CH:18][CH:17]=2)([OH:12])=O.CN(C(ON1N=NC2C=CC=NC1=2)=[N+](C)C)C.F[P-](F)(F)(F)(F)F.[N:48]1[C:49]([C:57]2[CH:58]=[C:59]([NH2:63])[CH:60]=[CH:61][CH:62]=2)=[CH:50][N:51]2[CH:56]=[CH:55][CH:54]=[CH:53][C:52]=12. Product: [N:48]1[C:49]([C:57]2[CH:58]=[C:59]([NH:63][C:10]([C:13]3[C:14](=[O:23])[O:15][C:16]4[C:21]([CH:22]=3)=[CH:20][CH:19]=[CH:18][CH:17]=4)=[O:12])[CH:60]=[CH:61][CH:62]=2)=[CH:50][N:51]2[CH:56]=[CH:55][CH:54]=[CH:53][C:52]=12. The catalyst class is: 3.